Task: Predict the product of the given reaction.. Dataset: Forward reaction prediction with 1.9M reactions from USPTO patents (1976-2016) (1) Given the reactants [N:1]1([C:6]2[CH:11]=[CH:10][C:9]([CH2:12]O)=[CH:8][CH:7]=2)[CH:5]=[CH:4][CH:3]=[N:2]1.S(Cl)([Cl:16])=O, predict the reaction product. The product is: [Cl:16][CH2:12][C:9]1[CH:10]=[CH:11][C:6]([N:1]2[CH:5]=[CH:4][CH:3]=[N:2]2)=[CH:7][CH:8]=1. (2) Given the reactants [H-].[Na+].[C:3]([O:7][C:8]([N:10]1[CH2:14][CH2:13][C:12]([CH2:26][C:27]2[CH:32]=[CH:31][CH:30]=[CH:29][CH:28]=2)([C:15]([C:17]2[CH:18]=[C:19]3[C:23](=[CH:24][CH:25]=2)[NH:22][CH:21]=[CH:20]3)=[O:16])[CH2:11]1)=[O:9])([CH3:6])([CH3:5])[CH3:4].[CH3:33]I, predict the reaction product. The product is: [C:3]([O:7][C:8]([N:10]1[CH2:14][CH2:13][C:12]([CH2:26][C:27]2[CH:28]=[CH:29][CH:30]=[CH:31][CH:32]=2)([C:15]([C:17]2[CH:18]=[C:19]3[C:23](=[CH:24][CH:25]=2)[N:22]([CH3:33])[CH:21]=[CH:20]3)=[O:16])[CH2:11]1)=[O:9])([CH3:6])([CH3:4])[CH3:5]. (3) Given the reactants [C:1]([O:5][C:6]([NH:8][C@@H:9]1[CH2:13][CH2:12][C@H:11]([C:14]([OH:16])=O)[CH2:10]1)=[O:7])([CH3:4])([CH3:3])[CH3:2].[CH2:17]([O:24][N:25]1[C:31](=[O:32])[N:30]2[CH2:33][C@H:26]1[CH2:27][CH2:28][C@H:29]2[C:34]([NH:36][NH2:37])=[O:35])[C:18]1[CH:23]=[CH:22][CH:21]=[CH:20][CH:19]=1.CN(C(ON1N=NC2C=CC=NC1=2)=[N+](C)C)C.F[P-](F)(F)(F)(F)F.CCN(C(C)C)C(C)C, predict the reaction product. The product is: [CH2:17]([O:24][N:25]1[C:31](=[O:32])[N:30]2[CH2:33][C@H:26]1[CH2:27][CH2:28][C@H:29]2[C:34]([NH:36][NH:37][C:14]([C@H:11]1[CH2:12][CH2:13][C@@H:9]([NH:8][C:6](=[O:7])[O:5][C:1]([CH3:2])([CH3:3])[CH3:4])[CH2:10]1)=[O:16])=[O:35])[C:18]1[CH:23]=[CH:22][CH:21]=[CH:20][CH:19]=1.